From a dataset of Peptide-MHC class I binding affinity with 185,985 pairs from IEDB/IMGT. Regression. Given a peptide amino acid sequence and an MHC pseudo amino acid sequence, predict their binding affinity value. This is MHC class I binding data. (1) The peptide sequence is WIPKRNRSIL. The MHC is Mamu-A01 with pseudo-sequence Mamu-A01. The binding affinity (normalized) is 0.132. (2) The MHC is HLA-A02:16 with pseudo-sequence HLA-A02:16. The binding affinity (normalized) is 0.0847. The peptide sequence is VFTSRIQVI. (3) The peptide sequence is FTGWRDPGL. The MHC is HLA-B18:01 with pseudo-sequence HLA-B18:01. The binding affinity (normalized) is 0.0847.